This data is from Peptide-MHC class I binding affinity with 185,985 pairs from IEDB/IMGT. The task is: Regression. Given a peptide amino acid sequence and an MHC pseudo amino acid sequence, predict their binding affinity value. This is MHC class I binding data. (1) The peptide sequence is LSCAASGF. The MHC is HLA-A29:02 with pseudo-sequence HLA-A29:02. The binding affinity (normalized) is 0.197. (2) The peptide sequence is LAGAWGDLW. The MHC is HLA-B54:01 with pseudo-sequence HLA-B54:01. The binding affinity (normalized) is 0. (3) The peptide sequence is ITASKDLCF. The MHC is HLA-B08:01 with pseudo-sequence HLA-B08:01. The binding affinity (normalized) is 0.0847. (4) The peptide sequence is YLLFASMGFK. The MHC is HLA-A03:01 with pseudo-sequence HLA-A03:01. The binding affinity (normalized) is 0.865. (5) The binding affinity (normalized) is 0.0638. The MHC is HLA-A03:01 with pseudo-sequence HLA-A03:01. The peptide sequence is VTSLAIKNY.